From a dataset of Full USPTO retrosynthesis dataset with 1.9M reactions from patents (1976-2016). Predict the reactants needed to synthesize the given product. Given the product [CH2:19]([O:18][C:16](=[O:17])[CH2:15][C:9]1[C:10]([Cl:14])=[CH:11][CH:12]=[C:13]2[C:8]=1[CH:7]=[C:6]([CH2:21][N:24]([CH3:25])[CH3:23])[NH:5]2)[CH3:20], predict the reactants needed to synthesize it. The reactants are: COC([N:5]1[C:13]2[C:8](=[C:9]([CH2:15][C:16]([O:18][CH2:19][CH3:20])=[O:17])[C:10]([Cl:14])=[CH:11][CH:12]=2)[CH:7]=[C:6]1[CH:21]=O)=O.[CH3:23][NH:24][CH3:25].C([BH3-])#N.[Na+].C(O)(=O)C.C([O-])(O)=O.[Na+].